Predict which catalyst facilitates the given reaction. From a dataset of Catalyst prediction with 721,799 reactions and 888 catalyst types from USPTO. (1) Reactant: [O:1]1[CH2:5][CH:4]=[CH:3][CH:2]1[C:6]1[C:7]([F:12])=[N:8][CH:9]=[CH:10][CH:11]=1. Product: [F:12][C:7]1[C:6]([CH:2]2[CH2:3][CH2:4][CH2:5][O:1]2)=[CH:11][CH:10]=[CH:9][N:8]=1. The catalyst class is: 19. (2) Reactant: [F:1][C:2]1[CH:9]=[CH:8][C:5]([CH:6]=O)=[C:4]([OH:10])[CH:3]=1.C1(P(=[CH:30][C:31]([O:33][CH3:34])=[O:32])(C2C=CC=CC=2)C2C=CC=CC=2)C=CC=CC=1. Product: [F:1][C:2]1[CH:9]=[CH:8][C:5](/[CH:6]=[CH:30]/[C:31]([O:33][CH3:34])=[O:32])=[C:4]([OH:10])[CH:3]=1. The catalyst class is: 266. (3) Reactant: FC(F)(F)C(O)=O.C(OC(=O)[NH:14][N:15]1[CH2:20][CH2:19][CH:18]([N:21]2[C:25]([CH3:26])=[C:24]([C:27](=[O:31])[CH2:28][CH2:29][CH3:30])[CH:23]=[N:22]2)[CH2:17][CH2:16]1)(C)(C)C.Cl. Product: [NH2:14][N:15]1[CH2:16][CH2:17][CH:18]([N:21]2[C:25]([CH3:26])=[C:24]([C:27](=[O:31])[CH2:28][CH2:29][CH3:30])[CH:23]=[N:22]2)[CH2:19][CH2:20]1. The catalyst class is: 2. (4) Reactant: Cl[C:2]1[C:11]([Cl:12])=[N:10][C:9]2[C:4](=[CH:5][CH:6]=[C:7]([C:13]#[N:14])[CH:8]=2)[N:3]=1.[Cl:15][C:16]1[CH:28]=[CH:27][C:19]([O:20][CH:21]2[CH2:26][CH2:25][NH:24][CH2:23][CH2:22]2)=[C:18]([F:29])[CH:17]=1.C(N(CC)CC)C.O. Product: [Cl:12][C:11]1[C:2]([N:24]2[CH2:23][CH2:22][CH:21]([O:20][C:19]3[CH:27]=[CH:28][C:16]([Cl:15])=[CH:17][C:18]=3[F:29])[CH2:26][CH2:25]2)=[N:3][C:4]2[C:9]([N:10]=1)=[CH:8][C:7]([C:13]#[N:14])=[CH:6][CH:5]=2. The catalyst class is: 4. (5) Reactant: [OH:1][CH:2]1[CH2:7][CH2:6][CH:5]([NH:8][C:9]2[CH:16]=[C:15]([N:17]3[CH:25]4[C:20]([CH2:21][CH2:22][CH2:23][CH2:24]4)=[C:19]([CH2:26][CH2:27][OH:28])[C:18]3=[O:29])[CH:14]=[CH:13][C:10]=2[C:11]#[N:12])[CH2:4][CH2:3]1.CC[OH:32].[OH-].[Na+].OO. Product: [OH:1][CH:2]1[CH2:7][CH2:6][CH:5]([NH:8][C:9]2[CH:16]=[C:15]([N:17]3[CH:25]4[C:20]([CH2:21][CH2:22][CH2:23][CH2:24]4)=[C:19]([CH2:26][CH2:27][OH:28])[C:18]3=[O:29])[CH:14]=[CH:13][C:10]=2[C:11]([NH2:12])=[O:32])[CH2:4][CH2:3]1. The catalyst class is: 16. (6) Product: [F:1][C:2]1[CH:7]=[CH:6][C:5]([NH:8][C:13]2[CH:20]=[CH:19][C:18]([CH3:21])=[CH:17][C:14]=2[C:15]#[N:16])=[C:4]([N+:9]([O-:11])=[O:10])[CH:3]=1. The catalyst class is: 16. Reactant: [F:1][C:2]1[CH:7]=[CH:6][C:5]([NH2:8])=[C:4]([N+:9]([O-:11])=[O:10])[CH:3]=1.F[C:13]1[CH:20]=[CH:19][C:18]([CH3:21])=[CH:17][C:14]=1[C:15]#[N:16].O.[OH-].[Li+]. (7) Reactant: [H-].[Al+3].[Li+].[H-].[H-].[H-].[Cl:7][C:8]1[C:13]([F:14])=[CH:12][CH:11]=[CH:10][C:9]=1[NH:15][CH:16]=O. Product: [CH3:16][NH:15][C:9]1[CH:10]=[CH:11][CH:12]=[C:13]([F:14])[C:8]=1[Cl:7]. The catalyst class is: 1. (8) The catalyst class is: 564. Product: [CH2:1]([O:3][C:4](=[O:34])[CH:5]([C:10]1[CH:11]=[C:12]([C:24]2[CH:25]=[CH:26][C:27]([C:30]([F:32])([F:33])[F:31])=[CH:28][CH:29]=2)[CH:13]=[C:14]([C:36]2[CH:37]=[CH:38][CH:39]=[CH:40][N:35]=2)[CH:15]=1)[CH2:6][CH:7]([CH3:9])[CH3:8])[CH3:2]. Reactant: [CH2:1]([O:3][C:4](=[O:34])[CH:5]([C:10]1[CH:11]=[C:12]([C:24]2[CH:29]=[CH:28][C:27]([C:30]([F:33])([F:32])[F:31])=[CH:26][CH:25]=2)[CH:13]=[C:14](OS(C(F)(F)F)(=O)=O)[CH:15]=1)[CH2:6][CH:7]([CH3:9])[CH3:8])[CH3:2].[N:35]1[CH:40]=[CH:39][CH:38]=[CH:37][C:36]=1B1OC(C)(C)C(C)(C)O1.C([O-])([O-])=O.[Na+].[Na+].